Dataset: Forward reaction prediction with 1.9M reactions from USPTO patents (1976-2016). Task: Predict the product of the given reaction. (1) Given the reactants [CH2:1]([N:4]1[CH2:8][CH2:7][CH2:6][CH2:5]1)[CH2:2][CH3:3].[CH2:9]([O:11][CH2:12][Cl:13])[CH3:10], predict the reaction product. The product is: [Cl-:13].[CH2:9]([O:11][CH2:12][N+:4]1([CH2:1][CH2:2][CH3:3])[CH2:8][CH2:7][CH2:6][CH2:5]1)[CH3:10]. (2) Given the reactants Br[C:2]1[CH:40]=[CH:39][C:5]([CH2:6][N:7]2[C:11]3[CH:12]=[CH:13][C:14]([O:16][CH2:17][C:18]4[CH:27]=[CH:26][C:25]5[C:20](=[CH:21][CH:22]=[CH:23][CH:24]=5)[N:19]=4)=[CH:15][C:10]=3[N:9]=[C:8]2[CH2:28][C:29]2([C:34]([O:36]CC)=[O:35])[CH2:33][CH2:32][CH2:31][CH2:30]2)=[CH:4][CH:3]=1.[CH3:41][C:42]1[C:46](B(O)O)=[C:45]([CH3:50])[O:44][N:43]=1, predict the reaction product. The product is: [CH3:41][C:42]1[C:46]([C:2]2[CH:40]=[CH:39][C:5]([CH2:6][N:7]3[C:11]4[CH:12]=[CH:13][C:14]([O:16][CH2:17][C:18]5[CH:27]=[CH:26][C:25]6[C:20](=[CH:21][CH:22]=[CH:23][CH:24]=6)[N:19]=5)=[CH:15][C:10]=4[N:9]=[C:8]3[CH2:28][C:29]3([C:34]([OH:36])=[O:35])[CH2:33][CH2:32][CH2:31][CH2:30]3)=[CH:4][CH:3]=2)=[C:45]([CH3:50])[O:44][N:43]=1. (3) Given the reactants [Br:1][C:2]1[CH:3]=[CH:4][C:5]([I:11])=[C:6]([CH:10]=1)[C:7](O)=[O:8].B.C1COCC1.O, predict the reaction product. The product is: [Br:1][C:2]1[CH:3]=[CH:4][C:5]([I:11])=[C:6]([CH:10]=1)[CH2:7][OH:8]. (4) Given the reactants C([O:3][C:4]([C:6]1[C:11]2[NH:12][C:13]3[C:18]([C:10]=2[CH:9]=[CH:8][N:7]=1)=[CH:17][CH:16]=[CH:15][CH:14]=3)=O)C.CC(C[AlH]CC(C)C)C, predict the reaction product. The product is: [C:6]1([CH:4]=[O:3])[C:11]2[NH:12][C:13]3[C:18](=[CH:17][CH:16]=[CH:15][CH:14]=3)[C:10]=2[CH:9]=[CH:8][N:7]=1. (5) Given the reactants [Cl:1][C:2]1[C:3]([C:23]2[N:27]3[CH:28]=[CH:29][CH:30]=[CH:31][C:26]3=[N:25][CH:24]=2)=[N:4][C:5]([NH:8][C:9]2[CH:14]=[CH:13][C:12]([O:15][C@H:16]3[CH2:20][CH2:19][NH:18][CH2:17]3)=[CH:11][C:10]=2[O:21][CH3:22])=[N:6][CH:7]=1.[CH3:32][S:33](Cl)(=[O:35])=[O:34], predict the reaction product. The product is: [Cl:1][C:2]1[C:3]([C:23]2[N:27]3[CH:28]=[CH:29][CH:30]=[CH:31][C:26]3=[N:25][CH:24]=2)=[N:4][C:5]([NH:8][C:9]2[CH:14]=[CH:13][C:12]([O:15][C@H:16]3[CH2:20][CH2:19][N:18]([S:33]([CH3:32])(=[O:35])=[O:34])[CH2:17]3)=[CH:11][C:10]=2[O:21][CH3:22])=[N:6][CH:7]=1.